The task is: Predict which catalyst facilitates the given reaction.. This data is from Catalyst prediction with 721,799 reactions and 888 catalyst types from USPTO. (1) Reactant: [Cl:1][C:2]1[CH:3]=[C:4]([NH2:9])[C:5]([NH2:8])=[CH:6][CH:7]=1.[F:10][C:11]([F:20])([F:19])[C:12]([OH:18])([CH3:17])[CH2:13][C:14](O)=[O:15].CN(C(ON1N=NC2C=CC=NC1=2)=[N+](C)C)C.F[P-](F)(F)(F)(F)F.CCN(C(C)C)C(C)C. Product: [NH2:9][C:4]1[CH:3]=[C:2]([Cl:1])[CH:7]=[CH:6][C:5]=1[NH:8][C:14](=[O:15])[CH2:13][C:12]([OH:18])([CH3:17])[C:11]([F:20])([F:19])[F:10]. The catalyst class is: 136. (2) Reactant: [C:1]([O:5][C:6]([NH:8][C@@H:9]([C:19]1[CH:24]=[CH:23][CH:22]=[CH:21][CH:20]=1)[C:10]1[CH:11]=[C:12]([CH:16]=[CH:17][CH:18]=1)C(O)=O)=[O:7])([CH3:4])([CH3:3])[CH3:2].CC[N:27]([CH2:30]C)CC.[CH2:32]([OH:39])[C:33]1[CH:38]=[CH:37][CH:36]=[CH:35][CH:34]=1.C1(P(N=[N+]=[N-])(C2C=CC=CC=2)=[O:47])C=CC=CC=1. The catalyst class is: 12. Product: [CH2:32]([O:39][C:30]([NH:27][C:12]1[CH:11]=[C:10]([C@H:9]([C:19]2[CH:24]=[CH:23][CH:22]=[CH:21][CH:20]=2)[NH:8][C:6](=[O:7])[O:5][C:1]([CH3:2])([CH3:4])[CH3:3])[CH:18]=[CH:17][CH:16]=1)=[O:47])[C:33]1[CH:38]=[CH:37][CH:36]=[CH:35][CH:34]=1. (3) Product: [C:1]([O:5][C:6]1[CH:11]=[CH:10][C:9]([CH2:12][CH2:13][CH2:14][CH2:15][Cl:33])=[CH:8][CH:7]=1)([CH3:4])([CH3:3])[CH3:2]. Reactant: [C:1]([O:5][C:6]1[CH:11]=[CH:10][C:9]([CH:12](O)[CH2:13][CH2:14][CH3:15])=[CH:8][CH:7]=1)([CH3:4])([CH3:3])[CH3:2].C1(C)C=CC=CC=1.C(N(CC)CC)C.S(Cl)([Cl:33])=O. The catalyst class is: 6.